From a dataset of Peptide-MHC class II binding affinity with 134,281 pairs from IEDB. Regression. Given a peptide amino acid sequence and an MHC pseudo amino acid sequence, predict their binding affinity value. This is MHC class II binding data. (1) The peptide sequence is IVLNHMTGAQSGKGT. The MHC is DRB1_0701 with pseudo-sequence DRB1_0701. The binding affinity (normalized) is 0.507. (2) The peptide sequence is ITGRAWENTVVDLES. The MHC is DRB1_0101 with pseudo-sequence DRB1_0101. The binding affinity (normalized) is 0.370.